This data is from Forward reaction prediction with 1.9M reactions from USPTO patents (1976-2016). The task is: Predict the product of the given reaction. (1) The product is: [CH2:11]([O:13][C:14]([C:15]1[N:1]([C:4]2[CH:9]=[CH:8][C:7]([Br:10])=[CH:6][CH:5]=2)[N:2]=[N:3][C:16]=1[CH2:17][CH3:18])=[O:19])[CH3:12]. Given the reactants [N:1]([C:4]1[CH:9]=[CH:8][C:7]([Br:10])=[CH:6][CH:5]=1)=[N+:2]=[N-:3].[CH2:11]([O:13][C:14](=[O:19])[C:15]#[C:16][CH2:17][CH3:18])[CH3:12], predict the reaction product. (2) Given the reactants [CH2:1]([C@H:8]1[N:13]([C:14]([C:16]2[N:17]=[CH:18][N:19]([CH:27]3[CH2:33][CH2:32][CH2:31][CH2:30][NH:29][C:28]3=[O:34])[C:20]=2[C:21]2[CH:26]=[CH:25][CH:24]=[CH:23][CH:22]=2)=[O:15])[CH2:12][CH2:11][N:10]([C:35]([O:37][C:38]([CH3:41])([CH3:40])[CH3:39])=[O:36])[CH2:9]1)[C:2]1[CH:7]=[CH:6][CH:5]=[CH:4][CH:3]=1.I[C:43]1[CH:48]=[CH:47][CH:46]=[CH:45][CH:44]=1.C(N)CN.P([O-])([O-])([O-])=O.[K+].[K+].[K+], predict the reaction product. The product is: [CH2:1]([C@H:8]1[N:13]([C:14]([C:16]2[N:17]=[CH:18][N:19]([CH:27]3[CH2:33][CH2:32][CH2:31][CH2:30][N:29]([C:43]4[CH:48]=[CH:47][CH:46]=[CH:45][CH:44]=4)[C:28]3=[O:34])[C:20]=2[C:21]2[CH:26]=[CH:25][CH:24]=[CH:23][CH:22]=2)=[O:15])[CH2:12][CH2:11][N:10]([C:35]([O:37][C:38]([CH3:41])([CH3:40])[CH3:39])=[O:36])[CH2:9]1)[C:2]1[CH:7]=[CH:6][CH:5]=[CH:4][CH:3]=1. (3) The product is: [Cl:1][C:2]1[N:7]=[C:6]([NH:9][C:10]2[CH:11]=[CH:12][C:13]3[N:14]([CH2:23][CH3:24])[C:15]4[C:20]([C:21]=3[CH:22]=2)=[CH:19][CH:18]=[CH:17][CH:16]=4)[CH:5]=[CH:4][N:3]=1. Given the reactants [Cl:1][C:2]1[N:7]=[C:6](Cl)[CH:5]=[CH:4][N:3]=1.[NH2:9][C:10]1[CH:11]=[CH:12][C:13]2[N:14]([CH2:23][CH3:24])[C:15]3[C:20]([C:21]=2[CH:22]=1)=[CH:19][CH:18]=[CH:17][CH:16]=3.C(N(CC)C(C)C)(C)C, predict the reaction product.